This data is from Full USPTO retrosynthesis dataset with 1.9M reactions from patents (1976-2016). The task is: Predict the reactants needed to synthesize the given product. (1) Given the product [CH3:17][O:18][C:19](=[O:36])[CH2:20][N:21]1[C:30]2[C:25](=[CH:26][C:27]([SH:31])=[CH:28][CH:29]=2)[CH2:24][CH2:23][C:22]1=[O:35], predict the reactants needed to synthesize it. The reactants are: COC(=O)C(C1C=CC(S)=C(OC)C=1)(C)C.[CH3:17][O:18][C:19](=[O:36])[CH2:20][N:21]1[C:30]2[C:25](=[CH:26][C:27]([S:31](Cl)(=O)=O)=[CH:28][CH:29]=2)[CH2:24][CH2:23][C:22]1=[O:35]. (2) Given the product [CH3:34][C:20]1[CH:21]=[C:22]([S:25][CH2:26][C:27]2[CH:28]=[CH:29][C:30]([O:33][CH2:2][C:3]3[CH:8]=[CH:7][C:6]([O:9][C:10]([F:13])([F:12])[F:11])=[CH:5][CH:4]=3)=[CH:31][CH:32]=2)[CH:23]=[CH:24][C:19]=1[O:18][CH2:17][C:16]([OH:35])=[O:15], predict the reactants needed to synthesize it. The reactants are: Br[CH2:2][C:3]1[CH:8]=[CH:7][C:6]([O:9][C:10]([F:13])([F:12])[F:11])=[CH:5][CH:4]=1.C[O:15][C:16](=[O:35])[CH2:17][O:18][C:19]1[CH:24]=[CH:23][C:22]([S:25][CH2:26][C:27]2[CH:32]=[CH:31][C:30]([OH:33])=[CH:29][CH:28]=2)=[CH:21][C:20]=1[CH3:34]. (3) Given the product [C:2]([C:4]1[CH:5]=[C:6]([C:10]2[N:20]=[CH:19][CH:18]=[CH:17][C:11]=2[C:12]([O:14][CH2:15][CH3:16])=[O:13])[CH:7]=[CH:8][C:9]=1[O:26][CH2:27][CH2:28][C:29]1[CH:34]=[CH:33][CH:32]=[CH:31][C:30]=1[CH3:35])#[N:3], predict the reactants needed to synthesize it. The reactants are: Cl.[C:2]([C:4]1[C:5](O)=[C:6]([C:10]2[N:20]=[CH:19][CH:18]=[CH:17][C:11]=2[C:12]([O:14][CH2:15][CH3:16])=[O:13])[CH:7]=[CH:8][CH:9]=1)#[N:3].CS([O:26][CH2:27][CH2:28][C:29]1[CH:34]=[CH:33][CH:32]=[CH:31][C:30]=1[CH3:35])(=O)=O.C(=O)([O-])[O-].[K+].[K+]. (4) Given the product [F:19][C:16]1[CH:17]=[C:18]2[C:13]([C:12]([C:20]3[CH:29]=[CH:28][C:23]4[N:24]=[C:25]([NH2:27])[O:26][C:22]=4[CH:21]=3)=[CH:11][NH:10]2)=[CH:14][CH:15]=1, predict the reactants needed to synthesize it. The reactants are: C1(S([N:10]2[C:18]3[C:13](=[CH:14][CH:15]=[C:16]([F:19])[CH:17]=3)[C:12]([C:20]3[CH:29]=[CH:28][C:23]4[N:24]=[C:25]([NH2:27])[O:26][C:22]=4[CH:21]=3)=[CH:11]2)(=O)=O)C=CC=CC=1.[NH4+].[Cl-]. (5) The reactants are: P(Cl)(Cl)(Cl)=O.[O:6]1[C:10]2[CH:11]=[CH:12][C:13]([CH2:15][CH2:16][NH:17][C:18](=O)[CH2:19][C:20]3[CH:25]=[CH:24][C:23]([Br:26])=[CH:22][CH:21]=3)=[CH:14][C:9]=2[O:8][CH2:7]1.[BH4-].[Na+].O.O.[C:32]([OH:37])(=[O:36])[C:33]([OH:35])=[O:34]. Given the product [C:32]([OH:37])(=[O:36])[C:33]([OH:35])=[O:34].[Br:26][C:23]1[CH:24]=[CH:25][C:20]([CH2:19][CH:18]2[C:12]3[CH:11]=[C:10]4[O:6][CH2:7][O:8][C:9]4=[CH:14][C:13]=3[CH2:15][CH2:16][NH:17]2)=[CH:21][CH:22]=1, predict the reactants needed to synthesize it. (6) Given the product [Br:26][CH2:12][C:11]1[N:10]([C:14]2[CH:19]=[CH:18][C:17]([C:20]([NH:22][CH2:23][CH3:24])=[O:21])=[CH:16][CH:15]=2)[N:9]=[N:8][C:7]=1[C:5]([NH:4][CH:1]1[CH2:3][CH2:2]1)=[O:6], predict the reactants needed to synthesize it. The reactants are: [CH:1]1([NH:4][C:5]([C:7]2[N:8]=[N:9][N:10]([C:14]3[CH:19]=[CH:18][C:17]([C:20]([NH:22][CH2:23][CH3:24])=[O:21])=[CH:16][CH:15]=3)[C:11]=2[CH2:12]O)=[O:6])[CH2:3][CH2:2]1.C(Br)(Br)(Br)[Br:26].C1(P(C2C=CC=CC=2)C2C=CC=CC=2)C=CC=CC=1. (7) Given the product [C:15]([O:14][C:12]([NH:11][C@H:10]([C:9]([NH:8][C@H:7]([C:6]([NH:5][C@H:4]([C:3]([OH:32])=[O:2])[CH:29]([CH3:30])[CH3:31])=[O:28])[CH:25]([CH3:27])[CH3:26])=[O:24])[CH2:19][O:20][CH2:21][CH:22]=[CH2:23])=[O:13])([CH3:16])([CH3:18])[CH3:17], predict the reactants needed to synthesize it. The reactants are: C[O:2][C:3](=[O:32])[C@H:4]([CH:29]([CH3:31])[CH3:30])[NH:5][C:6](=[O:28])[C@H:7]([CH:25]([CH3:27])[CH3:26])[NH:8][C:9](=[O:24])[C@H:10]([CH2:19][O:20][CH2:21][CH:22]=[CH2:23])[NH:11][C:12]([O:14][C:15]([CH3:18])([CH3:17])[CH3:16])=[O:13].C([O-])(O)=O.[Na+].